Dataset: hERG potassium channel inhibition data for cardiac toxicity prediction from Karim et al.. Task: Regression/Classification. Given a drug SMILES string, predict its toxicity properties. Task type varies by dataset: regression for continuous values (e.g., LD50, hERG inhibition percentage) or binary classification for toxic/non-toxic outcomes (e.g., AMES mutagenicity, cardiotoxicity, hepatotoxicity). Dataset: herg_karim. The drug is COc1cc(F)ccc1-c1cncc(NCc2ccccc2)c1. The result is 1 (blocker).